This data is from Catalyst prediction with 721,799 reactions and 888 catalyst types from USPTO. The task is: Predict which catalyst facilitates the given reaction. Reactant: S([O-])(OCCCCCCCCCCCC)(=O)=O.[Na+].[C:19]([O:23][CH2:24][CH3:25])(=[O:22])[CH:20]=[CH2:21].[C:26]([OH:31])(=[O:30])[C:27]([CH3:29])=[CH2:28].S(OOS([O-])(=O)=O)([O-])(=O)=O.[NH4+].[NH4+]. Product: [C:19]([O:23][CH2:24][CH3:25])(=[O:22])[CH:20]=[CH2:21].[C:26]([OH:31])(=[O:30])[C:27]([CH3:29])=[CH2:28]. The catalyst class is: 6.